Dataset: Reaction yield outcomes from USPTO patents with 853,638 reactions. Task: Predict the reaction yield, written as a fraction of the theoretical maximum amount of product (1.0 means a 100% yield; for example, 0.34 means a 34% yield). The catalyst is CN(C=O)C.O. The yield is 0.430. The reactants are [OH:1][C:2]1[CH:9]=[CH:8][CH:7]=[CH:6][C:3]=1[CH:4]=[O:5].Cl[CH2:11][C:12]1[C:21]2[C:16](=[CH:17][CH:18]=[CH:19][CH:20]=2)[CH:15]=[CH:14][CH:13]=1.C([O-])([O-])=O.[K+].[K+].C(OCC)(=O)C. The product is [C:12]1([CH2:11][O:1][C:2]2[CH:9]=[CH:8][CH:7]=[CH:6][C:3]=2[CH:4]=[O:5])[C:21]2[C:16](=[CH:17][CH:18]=[CH:19][CH:20]=2)[CH:15]=[CH:14][CH:13]=1.